Dataset: Forward reaction prediction with 1.9M reactions from USPTO patents (1976-2016). Task: Predict the product of the given reaction. (1) Given the reactants Cl[CH2:2][CH2:3][CH2:4][O:5][C:6]1[CH:11]=[CH:10][C:9]([C:12]2[N:13]=[C:14]3[CH:19]=[C:18]([CH3:20])[CH:17]=[CH:16][N:15]3[CH:21]=2)=[CH:8][CH:7]=1.[NH:22]1[CH2:26][CH2:25][CH2:24][CH2:23]1, predict the reaction product. The product is: [N:22]1([CH2:2][CH2:3][CH2:4][O:5][C:6]2[CH:11]=[CH:10][C:9]([C:12]3[N:13]=[C:14]4[CH:19]=[C:18]([CH3:20])[CH:17]=[CH:16][N:15]4[CH:21]=3)=[CH:8][CH:7]=2)[CH2:26][CH2:25][CH2:24][CH2:23]1. (2) Given the reactants C([NH:4][C:5]1[CH:10]=[CH:9][C:8]([S:11]([NH:14][C:15]2[CH:29]=[CH:28][C:18]([CH2:19][NH:20][C:21](=[O:27])[O:22][C:23]([CH3:26])([CH3:25])[CH3:24])=[CH:17][CH:16]=2)(=[O:13])=[O:12])=[CH:7][CH:6]=1)(=O)C.[OH-].[Na+], predict the reaction product. The product is: [NH2:4][C:5]1[CH:10]=[CH:9][C:8]([S:11]([NH:14][C:15]2[CH:29]=[CH:28][C:18]([CH2:19][NH:20][C:21](=[O:27])[O:22][C:23]([CH3:25])([CH3:26])[CH3:24])=[CH:17][CH:16]=2)(=[O:12])=[O:13])=[CH:7][CH:6]=1. (3) Given the reactants [NH:1]([C:3]1[CH:8]=[CH:7][CH:6]=[CH:5][N:4]=1)[NH2:2].O=[C:10]([CH3:17])[CH2:11][C:12](OCC)=[O:13], predict the reaction product. The product is: [CH3:17][C:10]1[CH:11]=[C:12]([OH:13])[N:1]([C:3]2[CH:8]=[CH:7][CH:6]=[CH:5][N:4]=2)[N:2]=1. (4) Given the reactants [NH2:1][N:2]([CH:10]([CH3:12])[CH3:11])C(=O)OC(C)(C)C.O/[CH:14]=[C:15]1\[C:16](=O)[C:17]2[C:22]([O:23][C:24]3\1[CH2:29][CH2:28][N:27]([C:30]([O:32][CH2:33][C:34]1[CH:39]=[CH:38][CH:37]=[CH:36][CH:35]=1)=[O:31])[CH2:26][CH2:25]3)=[CH:21][CH:20]=[CH:19][CH:18]=2.C(O)(C(F)(F)F)=O, predict the reaction product. The product is: [CH:10]([N:2]1[C:16]2[C:17]3[CH:18]=[CH:19][CH:20]=[CH:21][C:22]=3[O:23][C:24]3([CH2:29][CH2:28][N:27]([C:30]([O:32][CH2:33][C:34]4[CH:39]=[CH:38][CH:37]=[CH:36][CH:35]=4)=[O:31])[CH2:26][CH2:25]3)[C:15]=2[CH:14]=[N:1]1)([CH3:12])[CH3:11]. (5) Given the reactants [CH:1]([C:4]1[CH:9]=[CH:8][C:7]([C:10]2[N:11]=[C:12]([N:15]([CH2:22][C:23]3[CH:30]=[CH:29][CH:28]=[CH:27][C:24]=3[C:25]#[N:26])[CH2:16][C:17]3[S:18][CH:19]=[CH:20][CH:21]=3)[S:13][CH:14]=2)=[CH:6][CH:5]=1)([CH3:3])[CH3:2].[Cl-].[NH4+].[N-:33]=[N+:34]=[N-:35].[Na+], predict the reaction product. The product is: [CH:1]([C:4]1[CH:5]=[CH:6][C:7]([C:10]2[N:11]=[C:12]([N:15]([CH2:22][C:23]3[CH:30]=[CH:29][CH:28]=[CH:27][C:24]=3[C:25]3[NH:35][N:34]=[N:33][N:26]=3)[CH2:16][C:17]3[S:18][CH:19]=[CH:20][CH:21]=3)[S:13][CH:14]=2)=[CH:8][CH:9]=1)([CH3:3])[CH3:2].